From a dataset of Catalyst prediction with 721,799 reactions and 888 catalyst types from USPTO. Predict which catalyst facilitates the given reaction. (1) Reactant: [CH3:1][N:2]1[CH:7]=[C:6]([N+:8]([O-])=O)[CH:5]=[C:4]([C:11]2[S:15][CH:14]=[N:13][CH:12]=2)[C:3]1=[O:16].Cl[Sn]Cl.C([O-])(O)=O.[Na+]. Product: [NH2:8][C:6]1[CH:5]=[C:4]([C:11]2[S:15][CH:14]=[N:13][CH:12]=2)[C:3](=[O:16])[N:2]([CH3:1])[CH:7]=1. The catalyst class is: 8. (2) Reactant: [F:1][C:2]([Si](C)(C)C)([F:4])[F:3].[Cl:9][C:10]1[CH:15]=[CH:14][C:13]([O:16][CH3:17])=[CH:12][C:11]=1[CH:18]([CH3:32])[C:19]([C:21]1[CH:22]=[CH:23][C:24]2[O:28][C:27](=[O:29])[N:26]([CH3:30])[C:25]=2[CH:31]=1)=[O:20].O.O.O.[F-].C([N+](CCCC)(CCCC)CCCC)CCC. Product: [Cl:9][C:10]1[CH:15]=[CH:14][C:13]([O:16][CH3:17])=[CH:12][C:11]=1[CH:18]([CH3:32])[C:19]([C:21]1[CH:22]=[CH:23][C:24]2[O:28][C:27](=[O:29])[N:26]([CH3:30])[C:25]=2[CH:31]=1)([OH:20])[C:2]([F:4])([F:3])[F:1]. The catalyst class is: 1. (3) Reactant: [CH3:1][C:2]1[CH:7]=[CH:6][C:5]([S:8]([N:11]([CH2:23][CH:24]=[C:25]([CH3:27])[CH3:26])[CH2:12][CH2:13][C:14]2[CH:19]=[CH:18][C:17]([N+:20]([O-])=O)=[CH:16][CH:15]=2)(=[O:10])=[O:9])=[CH:4][CH:3]=1. Product: [NH2:20][C:17]1[CH:18]=[CH:19][C:14]([CH2:13][CH2:12][N:11]([CH2:23][CH2:24][CH:25]([CH3:27])[CH3:26])[S:8]([C:5]2[CH:6]=[CH:7][C:2]([CH3:1])=[CH:3][CH:4]=2)(=[O:10])=[O:9])=[CH:15][CH:16]=1. The catalyst class is: 19.